From a dataset of Full USPTO retrosynthesis dataset with 1.9M reactions from patents (1976-2016). Predict the reactants needed to synthesize the given product. Given the product [S:9]1[CH:10]=[CH:11][N:12]=[C:8]1[C:6]1[N:7]=[C:2]([NH:25][C:26]2[CH:35]=[C:34]3[C:29]([CH2:30][CH2:31][C:32](=[O:36])[NH:33]3)=[CH:28][CH:27]=2)[C:3]2[NH:15][N:14]=[CH:13][C:4]=2[N:5]=1, predict the reactants needed to synthesize it. The reactants are: Cl[C:2]1[C:3]2[C:4](=[CH:13][N:14](CC3C=CC(OC)=CC=3)[N:15]=2)[N:5]=[C:6]([C:8]2[S:9][CH:10]=[CH:11][N:12]=2)[N:7]=1.[NH2:25][C:26]1[CH:35]=[C:34]2[C:29]([CH2:30][CH2:31][C:32](=[O:36])[NH:33]2)=[CH:28][CH:27]=1.Cl.